This data is from Forward reaction prediction with 1.9M reactions from USPTO patents (1976-2016). The task is: Predict the product of the given reaction. (1) Given the reactants [CH3:1][O:2][C:3](=[O:21])[C:4]([CH3:20])([CH3:19])[CH2:5][CH:6]1[CH2:11][CH2:10][N:9](C(OC(C)(C)C)=O)[CH2:8][CH2:7]1.[ClH:22], predict the reaction product. The product is: [ClH:22].[CH3:19][C:4]([CH3:20])([CH2:5][CH:6]1[CH2:11][CH2:10][NH:9][CH2:8][CH2:7]1)[C:3]([O:2][CH3:1])=[O:21]. (2) Given the reactants [H-].[Na+].[CH2:3]([O:5][CH:6]([O:8][CH2:9][C@@H:10]1[NH:15][C:14](=[O:16])[CH2:13][CH2:12][CH2:11]1)[CH3:7])[CH3:4].I[CH2:18][C:19]#[C:20][CH2:21][O:22][CH2:23][C:24]#[N:25].[NH4+].[Cl-], predict the reaction product. The product is: [CH2:3]([O:5][CH:6]([O:8][CH2:9][C@H:10]1[CH2:11][CH2:12][CH2:13][C:14](=[O:16])[N:15]1[CH2:18][C:19]#[C:20][CH2:21][O:22][CH2:23][C:24]#[N:25])[CH3:7])[CH3:4]. (3) Given the reactants CON(C)[C:4](=[O:15])[C@@H:5]([NH:7][C:8](=[O:14])[O:9][C:10]([CH3:13])([CH3:12])[CH3:11])[CH3:6].C([Mg]Cl)(C)C.[CH2:22]([Mg]Cl)[C:23]1[CH:28]=[CH:27][CH:26]=[CH:25][CH:24]=1, predict the reaction product. The product is: [O:15]=[C:4]([CH2:22][C:23]1[CH:28]=[CH:27][CH:26]=[CH:25][CH:24]=1)[C@@H:5]([NH:7][C:8](=[O:14])[O:9][C:10]([CH3:11])([CH3:12])[CH3:13])[CH3:6]. (4) The product is: [C:15]1([C:2]2[CH:11]=[CH:10][C:9]3[C:4](=[CH:5][CH:6]=[C:7]([O:12][CH2:13][CH3:14])[CH:8]=3)[CH:3]=2)[CH:20]=[CH:19][CH:18]=[CH:17][CH:16]=1. Given the reactants Br[C:2]1[CH:11]=[CH:10][C:9]2[C:4](=[CH:5][CH:6]=[C:7]([O:12][CH2:13][CH3:14])[CH:8]=2)[CH:3]=1.[C:15]1(B(O)O)[CH:20]=[CH:19][CH:18]=[CH:17][CH:16]=1.C(=O)([O-])[O-].[K+].[K+].O, predict the reaction product.